This data is from Forward reaction prediction with 1.9M reactions from USPTO patents (1976-2016). The task is: Predict the product of the given reaction. (1) Given the reactants [NH2:1][C:2]1[NH:3][C:4](=[S:16])[C:5]([C:14]#[N:15])=[C:6]([C:8]2[CH:13]=[CH:12][CH:11]=[CH:10][CH:9]=2)[N:7]=1.Cl[CH2:18][CH2:19][S:20][CH3:21].CC[O-].[Na+], predict the reaction product. The product is: [NH2:1][C:2]1[N:3]=[C:4]([S:16][CH2:18][CH2:19][S:20][CH3:21])[C:5]([C:14]#[N:15])=[C:6]([C:8]2[CH:13]=[CH:12][CH:11]=[CH:10][CH:9]=2)[N:7]=1. (2) Given the reactants [Br:1][C:2]([F:16])([F:15])[C:3]#[C:4][Si](C(C)C)(C(C)C)C(C)C.[CH:17](=[O:23])[CH2:18][CH2:19][CH2:20][CH2:21][CH3:22], predict the reaction product. The product is: [Br:1][C:2]([F:15])([F:16])[C:3]#[C:4][CH:17]([OH:23])[CH2:18][CH2:19][CH2:20][CH2:21][CH3:22]. (3) Given the reactants [C:1]1([C:7]2[CH:15]=[C:14]3[C:10]([CH2:11][C:12](=[O:16])[NH:13]3)=[CH:9][CH:8]=2)[CH:6]=[CH:5][CH:4]=[CH:3][CH:2]=1.[O:17]=[C:18]1[C:23]2=[CH:24][NH:25][C:26]([CH:27]=O)=[C:22]2[CH2:21][CH2:20][O:19]1, predict the reaction product. The product is: [O:16]=[C:12]1[C:11](=[CH:27][C:26]2[NH:25][CH:24]=[C:23]3[C:18](=[O:17])[O:19][CH2:20][CH2:21][C:22]=23)[C:10]2[C:14](=[CH:15][C:7]([C:1]3[CH:2]=[CH:3][CH:4]=[CH:5][CH:6]=3)=[CH:8][CH:9]=2)[NH:13]1. (4) Given the reactants [CH3:1][C:2]1([C:11]2[CH:12]=[CH:13][CH:14]=[CH:15][CH:16]=2)[O:7][C:6]([C:8]([OH:10])=O)=[CH:5][C:3]1=[O:4].[NH2:17][CH2:18][CH2:19][O:20][CH2:21][CH2:22][NH:23][C:24](=[O:30])[O:25][C:26]([CH3:29])([CH3:28])[CH3:27].C(Cl)CCl, predict the reaction product. The product is: [CH3:1][C:2]1([C:11]2[CH:12]=[CH:13][CH:14]=[CH:15][CH:16]=2)[C:3](=[O:4])[CH:5]=[C:6]([C:8]([NH:17][CH2:18][CH2:19][O:20][CH2:21][CH2:22][NH:23][C:24](=[O:30])[O:25][C:26]([CH3:28])([CH3:27])[CH3:29])=[O:10])[O:7]1. (5) Given the reactants [CH2:1]([O:3][C:4](=[O:14])[CH2:5][C:6]1[C:7](Cl)=[N:8][C:9]([Cl:12])=[N:10][CH:11]=1)[CH3:2].O, predict the reaction product. The product is: [CH2:1]([O:3][C:4](=[O:14])[CH2:5][C:6]1[CH:11]=[N:10][C:9]([Cl:12])=[N:8][CH:7]=1)[CH3:2]. (6) Given the reactants [S:1]1[CH:5]=[CH:4][N:3]=[C:2]1[C:6]12[CH2:13][N:10]([CH2:11][CH2:12]1)[CH2:9][CH2:8][O:7]2.C([N-]C(C)C)(C)C.[Li+].[CH2:22]([Sn:26](Cl)([CH2:31][CH2:32][CH2:33][CH3:34])[CH2:27][CH2:28][CH2:29][CH3:30])[CH2:23][CH2:24][CH3:25], predict the reaction product. The product is: [CH2:31]([Sn:26]([CH2:22][CH2:23][CH2:24][CH3:25])([CH2:27][CH2:28][CH2:29][CH3:30])[C:5]1[S:1][C:2]([C:6]23[CH2:13][N:10]([CH2:11][CH2:12]2)[CH2:9][CH2:8][O:7]3)=[N:3][CH:4]=1)[CH2:32][CH2:33][CH3:34]. (7) Given the reactants F[C:2]1[CH:7]=[C:6]([F:8])[CH:5]=[CH:4][C:3]=1[C:9]1[N:14]=[CH:13][N:12]=[C:11]([NH:15][C:16]2[CH:21]=[CH:20][CH:19]=[C:18]([CH2:22][S:23]([CH3:26])(=[O:25])=[O:24])[CH:17]=2)[N:10]=1.[CH:27]1([OH:31])[CH2:30][CH2:29][CH2:28]1, predict the reaction product. The product is: [CH:27]1([O:31][C:2]2[CH:7]=[C:6]([F:8])[CH:5]=[CH:4][C:3]=2[C:9]2[N:14]=[CH:13][N:12]=[C:11]([NH:15][C:16]3[CH:21]=[CH:20][CH:19]=[C:18]([CH2:22][S:23]([CH3:26])(=[O:25])=[O:24])[CH:17]=3)[N:10]=2)[CH2:30][CH2:29][CH2:28]1. (8) Given the reactants [Br:1][C:2]1[CH:7]=[CH:6][C:5]([NH:8][C:9]2[C:10]([C:18]([OH:20])=O)=[N:11][N:12]([CH3:17])[C:13](=[O:16])[C:14]=2[CH3:15])=[C:4]([F:21])[CH:3]=1.C1C=CC2N(O)N=NC=2C=1.CCN=C=NCCCN(C)C.[CH:43]([O:45][CH2:46][CH2:47][O:48][NH2:49])=[CH2:44], predict the reaction product. The product is: [Br:1][C:2]1[CH:7]=[CH:6][C:5]([NH:8][C:9]2[C:10]([C:18]([NH:49][O:48][CH2:47][CH2:46][O:45][CH:43]=[CH2:44])=[O:20])=[N:11][N:12]([CH3:17])[C:13](=[O:16])[C:14]=2[CH3:15])=[C:4]([F:21])[CH:3]=1.